The task is: Predict the reactants needed to synthesize the given product.. This data is from Full USPTO retrosynthesis dataset with 1.9M reactions from patents (1976-2016). Given the product [C:1]([CH:3]1[CH2:6][N:5]([C:7](=[O:31])[C@H:8]([NH:10][C:11]([C:13]2[C:21]3[C:16](=[N:17][CH:18]=[C:19]([C:74]4[CH:73]=[C:72]([C:67]5[CH2:71][CH2:70][CH2:69][CH:68]=5)[CH:77]=[CH:76][N:75]=4)[N:20]=3)[NH:15][CH:14]=2)=[O:12])[CH3:9])[CH2:4]1)#[N:2], predict the reactants needed to synthesize it. The reactants are: [C:1]([CH:3]1[CH2:6][N:5]([C:7](=[O:31])[C@H:8]([NH:10][C:11]([C:13]2[C:21]3[C:16](=[N:17][CH:18]=[C:19](Br)[N:20]=3)[N:15](COCC[Si](C)(C)C)[CH:14]=2)=[O:12])[CH3:9])[CH2:4]1)#[N:2].C(C1CCN(C(=O)[C@H](NC(C2C3C(=NC=C(Br)N=3)N(COCC[Si](C)(C)C)C=2)=O)C2CC2)CC1)#N.[C:67]1([C:72]2[CH:77]=[CH:76][N:75]=[C:74]([Sn](CCCC)(CCCC)CCCC)[CH:73]=2)[CH2:71][CH2:70][CH2:69][CH:68]=1.C(C1C=CN=C([Sn](CCCC)(CCCC)CCCC)C=1)(C)(C)C.